From a dataset of Reaction yield outcomes from USPTO patents with 853,638 reactions. Predict the reaction yield, written as a fraction of the theoretical maximum amount of product (1.0 means a 100% yield; for example, 0.34 means a 34% yield). (1) The reactants are [CH3:1][Si:2]([CH3:21])([CH3:20])[CH2:3][CH2:4][O:5][CH2:6][N:7]1[C:11]2=[N:12][CH:13]=[CH:14][CH:15]=[C:10]2[C:9]([C:16]([O:18][CH3:19])=[O:17])=[N:8]1.[B:22]1([B:22]2[O:26][C:25]([CH3:28])([CH3:27])[C:24]([CH3:30])([CH3:29])[O:23]2)[O:26][C:25]([CH3:28])([CH3:27])[C:24]([CH3:30])([CH3:29])[O:23]1. The catalyst is O1CCCC1.C[O-].C[O-].C1CC=CCCC=C1.C1CC=CCCC=C1.[Ir].[Ir].C(C1C=CN=C(C2C=C(C(C)(C)C)C=CN=2)C=1)(C)(C)C. The product is [CH3:29][C:24]1([CH3:30])[C:25]([CH3:28])([CH3:27])[O:26][B:22]([C:14]2[CH:15]=[C:10]3[C:9]([C:16]([O:18][CH3:19])=[O:17])=[N:8][N:7]([CH2:6][O:5][CH2:4][CH2:3][Si:2]([CH3:20])([CH3:21])[CH3:1])[C:11]3=[N:12][CH:13]=2)[O:23]1. The yield is 0.710. (2) The reactants are [Cl:1][C:2]1[CH:3]=[C:4]([O:12][CH2:13][C:14]2[C:22]([F:23])=[CH:21][C:17]([C:18]([OH:20])=O)=[C:16]([F:24])[CH:15]=2)[CH:5]=[N:6][C:7]=1[O:8][CH:9]([CH3:11])[CH3:10].Cl.CN(C)CCCN=C=NCC.[N:37]1([S:41]([NH2:44])(=[O:43])=[O:42])[CH2:40][CH2:39][CH2:38]1. The catalyst is ClCCl.CN(C)C1C=CN=CC=1.CS(C)=O. The product is [N:37]1([S:41]([NH:44][C:18](=[O:20])[C:17]2[CH:21]=[C:22]([F:23])[C:14]([CH2:13][O:12][C:4]3[CH:5]=[N:6][C:7]([O:8][CH:9]([CH3:10])[CH3:11])=[C:2]([Cl:1])[CH:3]=3)=[CH:15][C:16]=2[F:24])(=[O:43])=[O:42])[CH2:40][CH2:39][CH2:38]1. The yield is 0.130. (3) The reactants are [NH2:1][C:2]1[CH:16]=[CH:15][C:5]([O:6][C:7]2[CH:14]=[CH:13][C:10]([C:11]#[N:12])=[CH:9][CH:8]=2)=[C:4](Br)[CH:3]=1.[CH3:18][C:19]1([CH3:35])[C:23]([CH3:25])([CH3:24])[O:22][B:21]([B:21]2[O:22][C:23]([CH3:25])([CH3:24])[C:19]([CH3:35])([CH3:18])[O:20]2)[O:20]1.C([O-])(=O)C.[K+]. The catalyst is O1CCOCC1.C1C=CC(/C=C/C(/C=C/C2C=CC=CC=2)=O)=CC=1.C1C=CC(/C=C/C(/C=C/C2C=CC=CC=2)=O)=CC=1.C1C=CC(/C=C/C(/C=C/C2C=CC=CC=2)=O)=CC=1.[Pd].[Pd].CC12CC3(C)P(C4C=CC=CC=4)C(C)(CC(C)(O3)O1)O2. The yield is 0.980. The product is [NH2:1][C:2]1[CH:16]=[CH:15][C:5]([O:6][C:7]2[CH:14]=[CH:13][C:10]([C:11]#[N:12])=[CH:9][CH:8]=2)=[C:4]([B:21]2[O:22][C:23]([CH3:25])([CH3:24])[C:19]([CH3:35])([CH3:18])[O:20]2)[CH:3]=1. (4) The yield is 0.410. The product is [CH3:31][N:15]([C:12]1[CH:13]=[CH:14][C:9]([B:4]2[O:3][C:2]([CH3:27])([CH3:1])[C:6]([CH3:7])([CH3:8])[O:5]2)=[CH:10][CH:11]=1)[C:16]([C:18]1[O:19][C:20]2[CH:26]=[CH:25][CH:24]=[CH:23][C:21]=2[CH:22]=1)=[O:17]. The reactants are [CH3:1][C:2]1([CH3:27])[C:6]([CH3:8])([CH3:7])[O:5][B:4]([C:9]2[CH:14]=[CH:13][C:12]([NH:15][C:16]([C:18]3[O:19][C:20]4[CH:26]=[CH:25][CH:24]=[CH:23][C:21]=4[CH:22]=3)=[O:17])=[CH:11][CH:10]=2)[O:3]1.[H-].[Na+].I[CH3:31]. The catalyst is CN(C=O)C. (5) The reactants are Cl[S:2]([N:5]=[C:6]=[O:7])(=[O:4])=[O:3].Br[CH:9]([OH:11])[CH3:10].[CH3:12][Si:13]([CH:16]([NH2:21])[Si:17]([CH3:20])([CH3:19])[CH3:18])([CH3:15])[CH3:14].C(N(CC)CC)C. The catalyst is ClCCl. The product is [CH3:12][Si:13]([CH:16]([NH:21][S:2]([N:5]1[CH2:10][CH2:9][O:11][C:6]1=[O:7])(=[O:4])=[O:3])[Si:17]([CH3:20])([CH3:19])[CH3:18])([CH3:15])[CH3:14]. The yield is 0.650. (6) The reactants are [F:1][C:2]([F:33])([C:25](=[O:32])[N:26]1[CH2:31][CH2:30][CH2:29][CH2:28][CH2:27]1)[C:3](=[N:18][S:19]([C:21]([CH3:24])([CH3:23])[CH3:22])=[O:20])[C:4]1[CH:9]=[CH:8][C:7]([O:10][CH2:11][CH2:12][CH2:13][C:14]([F:17])([F:16])[F:15])=[CH:6][CH:5]=1.[Si]([C:38]([F:41])([F:40])[F:39])(C)(C)C. The catalyst is CCCC[N+](CCCC)(CCCC)CCCC.C1C=CC([Si-](F)(F)(C2C=CC=CC=2)C2C=CC=CC=2)=CC=1.CN(C=O)C.C1COCC1. The product is [CH3:22][C:21]([S:19]([NH:18][C:3]([C:4]1[CH:5]=[CH:6][C:7]([O:10][CH2:11][CH2:12][CH2:13][C:14]([F:17])([F:16])[F:15])=[CH:8][CH:9]=1)([C:2]([F:1])([F:33])[C:25](=[O:32])[N:26]1[CH2:27][CH2:28][CH2:29][CH2:30][CH2:31]1)[C:38]([F:41])([F:40])[F:39])=[O:20])([CH3:24])[CH3:23]. The yield is 0.580.